Predict the reactants needed to synthesize the given product. From a dataset of Full USPTO retrosynthesis dataset with 1.9M reactions from patents (1976-2016). Given the product [CH3:1][O:2][C:3]1[CH:20]=[C:19]2[C:6](=[CH:5][C:4]=1[C:21]([O:23][CH3:24])=[O:22])[NH:7][CH:8]=[CH:9][C:14]2=[O:15], predict the reactants needed to synthesize it. The reactants are: [CH3:1][O:2][C:3]1[CH:20]=[CH:19][C:6]([NH:7][CH:8]=[C:9]2[C:14](=[O:15])OC(C)(C)OC2=O)=[CH:5][C:4]=1[C:21]([O:23][CH3:24])=[O:22].C1(C2C=CC=CC=2)C=CC=CC=1.C1(OC2C=CC=CC=2)C=CC=CC=1.